This data is from Forward reaction prediction with 1.9M reactions from USPTO patents (1976-2016). The task is: Predict the product of the given reaction. (1) Given the reactants [S:1]1[CH:5]=[CH:4][C:3]([C:6]2[CH:7]=[C:8]([C:21]3[N:25](COCC[Si](C)(C)C)[C:24]4[CH:34]=[CH:35][CH:36]=[CH:37][C:23]=4[N:22]=3)[C:9](=[O:20])[N:10](COCC[Si](C)(C)C)[N:11]=2)=[CH:2]1, predict the reaction product. The product is: [NH:25]1[C:24]2[CH:34]=[CH:35][CH:36]=[CH:37][C:23]=2[N:22]=[C:21]1[C:8]1[C:9](=[O:20])[NH:10][N:11]=[C:6]([C:3]2[CH:4]=[CH:5][S:1][CH:2]=2)[CH:7]=1. (2) Given the reactants [C:1](=[O:32])([S:3][CH2:4][CH2:5][CH2:6][CH2:7][CH2:8][CH2:9][CH2:10][CH2:11][CH2:12][CH2:13][CH2:14][O:15][CH2:16][CH2:17][O:18][CH2:19][CH2:20][O:21][CH2:22][CH2:23][O:24][C:25]1[CH:30]=[CH:29][C:28]([OH:31])=[CH:27][CH:26]=1)[CH3:2].C(N(C(C)C)CC)(C)C.[C:42]([O:46][C:47](=[O:64])[CH2:48][O:49][CH2:50][CH2:51][O:52][CH2:53][CH2:54][O:55][CH2:56][CH2:57][O:58][CH2:59][CH2:60][N:61]=[C:62]=[O:63])([CH3:45])([CH3:44])[CH3:43], predict the reaction product. The product is: [O:63]=[C:62]([O:31][C:28]1[CH:29]=[CH:30][C:25]([O:24][CH2:23][CH2:22][O:21][CH2:20][CH2:19][O:18][CH2:17][CH2:16][O:15][CH2:14][CH2:13][CH2:12][CH2:11][CH2:10][CH2:9][CH2:8][CH2:7][CH2:6][CH2:5][CH2:4][S:3][C:1](=[O:32])[CH3:2])=[CH:26][CH:27]=1)[NH:61][CH2:60][CH2:59][O:58][CH2:57][CH2:56][O:55][CH2:54][CH2:53][O:52][CH2:51][CH2:50][O:49][CH2:48][C:47]([O:46][C:42]([CH3:45])([CH3:44])[CH3:43])=[O:64]. (3) Given the reactants [CH2:1]([N:8]1[C:16]2[C:11](=[CH:12][C:13]([NH:17][C:18]3[CH:28]=[CH:27][C:26]([OH:29])=[CH:25][C:19]=3[C:20]([O:22]CC)=[O:21])=[CH:14][CH:15]=2)[CH:10]=[CH:9]1)[C:2]1[CH:7]=[CH:6][CH:5]=[CH:4][CH:3]=1.C[C:31]([CH3:34])([O-])[CH3:32].[K+].F[C:37]1C=CC=C[C:38]=1[CH2:43][S:44]([CH2:47]C1C=CC=CC=1F)(=[O:46])=[O:45].C(=O)([O-])[O-].[Cs+].[Cs+], predict the reaction product. The product is: [CH2:1]([N:8]1[C:16]2[C:11](=[CH:12][C:13]([NH:17][C:18]3[CH:28]=[CH:27][C:26]([O:29][C:32]4[CH:31]=[CH:34][CH:37]=[CH:38][C:43]=4[S:44]([CH3:47])(=[O:46])=[O:45])=[CH:25][C:19]=3[C:20]([OH:22])=[O:21])=[CH:14][CH:15]=2)[CH:10]=[CH:9]1)[C:2]1[CH:3]=[CH:4][CH:5]=[CH:6][CH:7]=1. (4) Given the reactants O.[NH2:2][NH2:3].Cl[C:5]1[CH:10]=[C:9]([N:11]2[CH2:16][CH2:15][N:14]([CH:17]3[CH2:20][CH2:19][CH2:18]3)[CH2:13][CH2:12]2)[N:8]=[CH:7][N:6]=1, predict the reaction product. The product is: [CH:17]1([N:14]2[CH2:15][CH2:16][N:11]([C:9]3[CH:10]=[C:5]([NH:2][NH2:3])[N:6]=[CH:7][N:8]=3)[CH2:12][CH2:13]2)[CH2:20][CH2:19][CH2:18]1. (5) Given the reactants [C:1]1([N:7]2[CH2:12][CH2:11][NH:10][CH2:9][C:8]2=[O:13])[CH:6]=[CH:5][CH:4]=[CH:3][CH:2]=1.[CH:14]1([C@@H:20]([NH:22][C:23]([C:25]2[C:34]3[C:29](=[CH:30][CH:31]=[CH:32][CH:33]=3)[N:28]=[C:27]([C:35]3[CH:40]=[CH:39][CH:38]=[CH:37][CH:36]=3)[C:26]=2[CH2:41]Br)=[O:24])[CH3:21])[CH2:19][CH2:18][CH2:17][CH2:16][CH2:15]1, predict the reaction product. The product is: [CH:14]1([C@@H:20]([NH:22][C:23]([C:25]2[C:34]3[C:29](=[CH:30][CH:31]=[CH:32][CH:33]=3)[N:28]=[C:27]([C:35]3[CH:36]=[CH:37][CH:38]=[CH:39][CH:40]=3)[C:26]=2[CH2:41][N:10]2[CH2:11][CH2:12][N:7]([C:1]3[CH:2]=[CH:3][CH:4]=[CH:5][CH:6]=3)[C:8](=[O:13])[CH2:9]2)=[O:24])[CH3:21])[CH2:19][CH2:18][CH2:17][CH2:16][CH2:15]1. (6) Given the reactants C(N1C=CN=C1)(N1C=CN=C1)=O.[N+:13]([C:16]1[CH:17]=[C:18]([C:26]([OH:28])=O)[C:19]2[CH2:20][CH2:21][CH2:22][CH2:23][C:24]=2[CH:25]=1)([O-:15])=[O:14].[CH2:29]([O:31][C:32](=[O:37])[CH2:33]C(O)=O)[CH3:30], predict the reaction product. The product is: [N+:13]([C:16]1[CH:17]=[C:18]([C:26](=[O:28])[CH2:33][C:32]([O:31][CH2:29][CH3:30])=[O:37])[C:19]2[CH2:20][CH2:21][CH2:22][CH2:23][C:24]=2[CH:25]=1)([O-:15])=[O:14]. (7) Given the reactants [Cl:1][C:2]1[CH:7]=[CH:6][C:5]([S:8]([NH:11][C@H:12]2[CH2:17][CH2:16][CH2:15][N:14]([C:18]3[N:23]4[N:24]=[CH:25][CH:26]=[C:22]4[N:21]=[C:20]([CH3:27])[C:19]=3[CH:28]([CH2:34][CH2:35][CH3:36])[C:29]([O:31]CC)=[O:30])[CH2:13]2)(=[O:10])=[O:9])=[CH:4][CH:3]=1.[OH-].[Na+], predict the reaction product. The product is: [Cl:1][C:2]1[CH:3]=[CH:4][C:5]([S:8]([NH:11][C@H:12]2[CH2:17][CH2:16][CH2:15][N:14]([C:18]3[N:23]4[N:24]=[CH:25][CH:26]=[C:22]4[N:21]=[C:20]([CH3:27])[C:19]=3[CH:28]([CH2:34][CH2:35][CH3:36])[C:29]([OH:31])=[O:30])[CH2:13]2)(=[O:9])=[O:10])=[CH:6][CH:7]=1. (8) Given the reactants [OH:1][C@@H:2]([C@@H:13]([N:20]1[C:28]2[C:23](=[CH:24][C:25]([OH:29])=[CH:26][CH:27]=2)[CH:22]=[CH:21]1)[C:14]1[CH:19]=[CH:18][CH:17]=[CH:16][CH:15]=1)[CH2:3][N:4]([CH3:12])[C:5](=[O:11])[O:6][C:7]([CH3:10])([CH3:9])[CH3:8].[CH3:30][O:31][C:32]1[CH:39]=[CH:38][CH:37]=[CH:36][C:33]=1[CH2:34]Cl.C(=O)([O-])[O-].[Cs+].[Cs+], predict the reaction product. The product is: [OH:1][C@@H:2]([C@@H:13]([N:20]1[C:28]2[C:23](=[CH:24][C:25]([O:29][CH2:34][C:33]3[CH:36]=[CH:37][CH:38]=[CH:39][C:32]=3[O:31][CH3:30])=[CH:26][CH:27]=2)[CH:22]=[CH:21]1)[C:14]1[CH:19]=[CH:18][CH:17]=[CH:16][CH:15]=1)[CH2:3][N:4]([CH3:12])[C:5](=[O:11])[O:6][C:7]([CH3:9])([CH3:10])[CH3:8]. (9) Given the reactants [C:1]([O:5][C:6](=[O:33])[N:7]([C:14]1[N:18]([CH3:19])[C:17]2[CH:20]=[CH:21][C:22]([N:24]([C:26]3[CH:31]=[CH:30][N:29]=[C:28]([Cl:32])[N:27]=3)[CH3:25])=[CH:23][C:16]=2[N:15]=1)[C:8]1[CH:13]=[CH:12][CH:11]=[CH:10][CH:9]=1)([CH3:4])([CH3:3])[CH3:2].[NH2:34][C:35]1[CH:36]=[C:37]([S:41]([NH2:44])(=[O:43])=[O:42])[CH:38]=[CH:39][CH:40]=1, predict the reaction product. The product is: [ClH:32].[C:1]([O:5][C:6](=[O:33])[N:7]([C:14]1[N:18]([CH3:19])[C:17]2[CH:20]=[CH:21][C:22]([N:24]([CH3:25])[C:26]3[CH:31]=[CH:30][N:29]=[C:28]([NH:34][C:35]4[CH:40]=[CH:39][CH:38]=[C:37]([S:41](=[O:43])(=[O:42])[NH2:44])[CH:36]=4)[N:27]=3)=[CH:23][C:16]=2[N:15]=1)[C:8]1[CH:13]=[CH:12][CH:11]=[CH:10][CH:9]=1)([CH3:4])([CH3:3])[CH3:2].